Dataset: Catalyst prediction with 721,799 reactions and 888 catalyst types from USPTO. Task: Predict which catalyst facilitates the given reaction. (1) Reactant: [CH2:1]([O:3][C:4](=[O:12])[CH2:5][C:6]1[CH:7]=[N:8][CH:9]=[CH:10][CH:11]=1)[CH3:2].[H-].[Na+].C1OCCOCCOCCOCCOCC[O:17][CH2:16]1.C(OC=O)C.[Cl-].[NH4+]. Product: [CH2:1]([O:3][C:4](=[O:12])[C:5]([C:6]1[CH:7]=[N:8][CH:9]=[CH:10][CH:11]=1)=[CH:16][OH:17])[CH3:2]. The catalyst class is: 11. (2) Reactant: C([O:3][C:4]([C:6]1[CH:7]=[C:8]2[C:12](=[CH:13][CH:14]=1)[NH:11][C:10]([C:15]1[CH:20]=[C:19]([C:21]3[CH:26]=[C:25]([CH3:27])[C:24]([OH:28])=[C:23]([CH3:29])[CH:22]=3)[N:18]=[N:17][C:16]=1[O:30][CH3:31])=[CH:9]2)=[O:5])C.[OH-].[Na+].Cl. Product: [OH:28][C:24]1[C:25]([CH3:27])=[CH:26][C:21]([C:19]2[N:18]=[N:17][C:16]([O:30][CH3:31])=[C:15]([C:10]3[NH:11][C:12]4[C:8]([CH:9]=3)=[CH:7][C:6]([C:4]([OH:5])=[O:3])=[CH:14][CH:13]=4)[CH:20]=2)=[CH:22][C:23]=1[CH3:29]. The catalyst class is: 8.